This data is from Reaction yield outcomes from USPTO patents with 853,638 reactions. The task is: Predict the reaction yield, written as a fraction of the theoretical maximum amount of product (1.0 means a 100% yield; for example, 0.34 means a 34% yield). (1) The reactants are [C:1]([C:5]1[CH:6]=[C:7]([OH:11])[CH:8]=[CH:9][CH:10]=1)([CH3:4])([CH3:3])[CH3:2].Cl[C:13]1[C:18]([C:19]([F:22])([F:21])[F:20])=[CH:17][C:16]([N+:23]([O-:25])=[O:24])=[C:15]([CH3:26])[CH:14]=1.C(=O)([O-])[O-].[K+].[K+].O. The catalyst is CN(C)C=O. The product is [C:1]([C:5]1[CH:6]=[C:7]([CH:8]=[CH:9][CH:10]=1)[O:11][C:13]1[C:18]([C:19]([F:20])([F:22])[F:21])=[CH:17][C:16]([N+:23]([O-:25])=[O:24])=[C:15]([CH3:26])[CH:14]=1)([CH3:4])([CH3:2])[CH3:3]. The yield is 0.720. (2) The reactants are [C:1]([O:5][C:6]([N:8]1[CH2:25][CH2:24][C:11]2([O:16][CH:15]([C:17](O)=[O:18])[CH2:14][N:13]([CH2:20][CH:21]([F:23])[F:22])[CH2:12]2)[CH2:10][CH2:9]1)=[O:7])([CH3:4])([CH3:3])[CH3:2].[NH2:26][CH2:27][C:28](=[O:31])[CH2:29][CH3:30].C(N(CC)CC)C. The catalyst is CC1CCCO1. The product is [F:22][CH:21]([F:23])[CH2:20][N:13]1[CH2:12][C:11]2([CH2:10][CH2:9][N:8]([C:6]([O:5][C:1]([CH3:2])([CH3:3])[CH3:4])=[O:7])[CH2:25][CH2:24]2)[O:16][CH:15]([C:17](=[O:18])[NH:26][CH2:27][C:28](=[O:31])[CH2:29][CH3:30])[CH2:14]1. The yield is 0.600. (3) The reactants are Br[CH2:2][C:3]1[CH:4]=[C:5]([C:9]2[CH:14]=[CH:13][C:12]([C:15]([F:18])([F:17])[F:16])=[CH:11][CH:10]=2)[CH:6]=[CH:7][CH:8]=1.[F:19][C:20]1[CH:21]=[C:22]([C:27]2([CH2:31][C:32]([O:34][CH2:35][CH3:36])=[O:33])[CH2:30][O:29][CH2:28]2)[CH:23]=[CH:24][C:25]=1[OH:26].C(=O)([O-])[O-].[Cs+].[Cs+]. The catalyst is CN(C=O)C. The product is [F:19][C:20]1[CH:21]=[C:22]([C:27]2([CH2:31][C:32]([O:34][CH2:35][CH3:36])=[O:33])[CH2:30][O:29][CH2:28]2)[CH:23]=[CH:24][C:25]=1[O:26][CH2:2][C:3]1[CH:4]=[C:5]([C:9]2[CH:14]=[CH:13][C:12]([C:15]([F:18])([F:17])[F:16])=[CH:11][CH:10]=2)[CH:6]=[CH:7][CH:8]=1. The yield is 0.830. (4) The reactants are [Cl:1][C:2]1[CH:7]=[CH:6][N:5]=[C:4]([NH2:8])[CH:3]=1.C(=O)(O)[O-].[Na+].Cl[CH2:15][CH:16]=O.O. The catalyst is C(O)C. The product is [Cl:1][C:2]1[CH:7]=[CH:6][N:5]2[CH:15]=[CH:16][N:8]=[C:4]2[CH:3]=1. The yield is 0.890. (5) The reactants are [CH2:1]([O:3][C:4]([C:6]1[N:7]=[C:8]2[C:13]([C:14]([F:17])([F:16])[F:15])=[CH:12][C:11]([Br:18])=[CH:10][N:9]2[CH:19]=1)=[O:5])[CH3:2].S(=O)(=O)(O)O.[N+:25]([O-])([OH:27])=[O:26]. No catalyst specified. The product is [CH2:1]([O:3][C:4]([C:6]1[N:7]=[C:8]2[C:13]([C:14]([F:17])([F:15])[F:16])=[CH:12][C:11]([Br:18])=[CH:10][N:9]2[C:19]=1[N+:25]([O-:27])=[O:26])=[O:5])[CH3:2]. The yield is 0.550.